Dataset: Full USPTO retrosynthesis dataset with 1.9M reactions from patents (1976-2016). Task: Predict the reactants needed to synthesize the given product. (1) Given the product [NH2:37][CH2:36][CH2:35][N:30]1[CH2:31][CH2:32][CH2:33][CH:28]([C:27]#[C:26][C:23]2[CH:24]=[C:25]3[C:20](=[CH:21][CH:22]=2)[N:19]=[CH:18][N:17]=[C:16]3[NH:15][C:4]2[CH:5]=[CH:6][C:7]([O:8][C:9]3[CH:14]=[CH:13][CH:12]=[CH:11][CH:10]=3)=[C:2]([CH3:1])[CH:3]=2)[CH2:29]1, predict the reactants needed to synthesize it. The reactants are: [CH3:1][C:2]1[CH:3]=[C:4]([NH:15][C:16]2[C:25]3[C:20](=[CH:21][CH:22]=[C:23]([C:26]#[C:27][CH:28]4[CH2:33][CH2:32][CH2:31][NH:30][CH2:29]4)[CH:24]=3)[N:19]=[CH:18][N:17]=2)[CH:5]=[CH:6][C:7]=1[O:8][C:9]1[CH:14]=[CH:13][CH:12]=[CH:11][CH:10]=1.O=[CH:35][CH2:36][NH:37]C(=O)OC(C)(C)C.[BH3-]C#N.[Na+].Cl. (2) Given the product [F:15][CH:16]([CH3:20])[C:17]([N:5]1[C@@H:4]([CH:1]([CH3:3])[CH3:2])[CH2:8][O:7][C:6]1=[O:9])=[O:18], predict the reactants needed to synthesize it. The reactants are: [CH:1]([C@H:4]1[CH2:8][O:7][C:6](=[O:9])[NH:5]1)([CH3:3])[CH3:2].C([Li])CCC.[F:15][CH:16]([CH3:20])[C:17](Cl)=[O:18].[NH4+].[Cl-].